This data is from Experimentally validated miRNA-target interactions with 360,000+ pairs, plus equal number of negative samples. The task is: Binary Classification. Given a miRNA mature sequence and a target amino acid sequence, predict their likelihood of interaction. (1) The miRNA is mmu-miR-489-3p with sequence AAUGACACCACAUAUAUGGCAGC. The protein sequence of the target gene is MAPVSGSRSPEREASGAKRRSPSRSPKSIKSSRSPRCRRSRSRSCSRFGDRNGLSHSLSGFSQSSRNQSYRSRSRSRSRERPSAQRSAPFASASSSAYYGGYSRPYGGDKPWPSLLDKEREESLRQKRLSERERIGELGAPEVWGLSPKNPEPDSDEHTPVEDEEPKKSTTSASSSEDDKKKKRKSSHSKDRAKKKRKKKSSKRKHKKYSEDSDSDSESDTDSSDEDSKRRAKKAKKKDKKKKRRGKKYKKKKSKKNRKESSDSSSKESQEEFLENPWKDRSKAEEPSDLIGPEAPKTLA.... Result: 0 (no interaction). (2) The miRNA is mmu-miR-1a-3p with sequence UGGAAUGUAAAGAAGUAUGUAU. The protein sequence of the target gene is MLLLLVSVVAALALAAPAPRTQKKRMQVNQAPNVVLVASDSFDGRLTFQPGSQVVKLPFINFMRAHGTTFLNAYTNSPICCPSRAAMWSGLFTHLTESWNNFKGLDPNYTTWMDIMEKHGYQTQKFGKVDYTSGHHSISNRVEAWTRDVAFLLRQEGRPIINLIPDKNRRRVMTKDWQNTDKAIEWLRQVNYTKPFVLYLGLNLPHPYPSPSSGENFGSSTFHTSLYWLEKVAYDAIKIPKWLTLSQMHPVDFYSSYTKNCTGKFTENEIKNIRAFYYAMCAETDAMLGEIILALHKLDL.... Result: 0 (no interaction). (3) The miRNA is hsa-miR-515-3p with sequence GAGUGCCUUCUUUUGGAGCGUU. The protein sequence of the target gene is MGPPLKLFKNQKYQELKQECMKDGRLFCDPTFLPENDSLFFNRLLPGKVVWKRPQDISDDPHLIVGNISNHQLIQGRLGNKAMISAFSCLAVQESHWTKAIPNHKDQEWDPRKPEKYAGIFHFRFWHFGEWTEVVIDDLLPTINGDLVFSFSTSMNEFWNALLEKAYAKLLGCYEALDGLTITDIIMDFTGTLAEIIDMQKGRYTDLVEEKYKLFGELYKTFTKGGLICCSIESPSQEEQEVETDWGLLKGYTYTMTDIRKLRLGERLVEVFSTEKLYMVRLRNPLGRQEWSGPWSEISE.... Result: 0 (no interaction). (4) The miRNA is mmu-miR-148b-3p with sequence UCAGUGCAUCACAGAACUUUGU. The protein sequence of the target gene is MTGVFDRRVPSIRSGDFQAPFPTSAAMHHPSQESPTLPESSATDSDYYSPAGAAPHGYCSPTSASYGKALNPYQYQYHGVNGSAAGYPAKAYADYGYASPYHQYGGAYNRVPSATSQPEKEVAEPEVRMVNGKPKKVRKPRTIYSSFQLAALQRRFQKTQYLALPERAELAASLGLTQTQVKIWFQNKRSKIKKIMKNGEMPPEHSPSSSDPMACNSPQSPAVWEPQGSSRSLSHHPHAHPPTSNQSPASSYLENSASWYPSAASSINSHLPPPGSLQHPLALASGTLY. Result: 0 (no interaction). (5) The miRNA is hsa-miR-20a-3p with sequence ACUGCAUUAUGAGCACUUAAAG. The protein sequence of the target gene is MSTVGLFHFPTPLTRICPAPWGLRLWEKLTLLSPGIAVTPVQMAGKKDYPALLSLDENELEEQFVKGHGPGGQATNKTSNCVVLKHIPSGIVVKCHQTRSVDQNRKLARKILQEKVDVFYNGENSPVHKEKREAAKKKQERKKRAKETLEKKKLLKELWESSKKVH. Result: 0 (no interaction).